From a dataset of Full USPTO retrosynthesis dataset with 1.9M reactions from patents (1976-2016). Predict the reactants needed to synthesize the given product. (1) Given the product [C:46]([OH:58])(=[O:57])[CH2:47][C:48]([CH2:53][C:54]([OH:56])=[O:55])([C:50]([OH:52])=[O:51])[OH:49].[C:46]([OH:58])(=[O:57])[CH2:47][C:48]([CH2:53][C:54]([OH:56])=[O:55])([C:50]([OH:52])=[O:51])[OH:49].[CH3:27][O:26][CH2:25][CH2:24][CH2:23][S:20]([C:17]1[CH:18]=[CH:19][C:14]([C:11]2[CH:10]=[CH:9][C:8]([CH2:7][CH2:6][N:40]3[CH2:41][CH2:42][CH2:43][C@H:39]3[CH3:38])=[CH:13][CH:12]=2)=[CH:15][CH:16]=1)(=[O:22])=[O:21], predict the reactants needed to synthesize it. The reactants are: CS(O[CH2:6][CH2:7][C:8]1[CH:13]=[CH:12][C:11]([C:14]2[CH:19]=[CH:18][C:17]([S:20]([CH2:23][CH2:24][CH2:25][O:26][CH3:27])(=[O:22])=[O:21])=[CH:16][CH:15]=2)=[CH:10][CH:9]=1)(=O)=O.C([C@@H]([C@H](C(O)=O)O)O)(O)=O.[CH3:38][C@@H:39]1[CH2:43][CH2:42][CH2:41][NH:40]1.[OH-].[Na+].[C:46]([OH:58])(=[O:57])[CH2:47][C:48]([CH2:53][C:54]([OH:56])=[O:55])([C:50]([OH:52])=[O:51])[OH:49]. (2) Given the product [OH:10][C:4]1[C:5](=[O:8])[NH:6][CH:7]=[C:2]([C:19]2[CH:20]=[CH:21][C:16]([C:12]([OH:14])=[O:13])=[CH:17][CH:18]=2)[CH:3]=1, predict the reactants needed to synthesize it. The reactants are: Br[C:2]1[CH:3]=[C:4]([O:10]C)[C:5]([O:8]C)=[N:6][CH:7]=1.[C:12]([C:16]1[CH:21]=[CH:20][C:19](B(O)O)=[CH:18][CH:17]=1)([O:14]C)=[O:13].C([O-])([O-])=O.[K+].[K+]. (3) The reactants are: Br.[NH2:2][C:3]1[C:11]([OH:12])=[C:10]2[C:6]([CH2:7][CH2:8][C:9]2=[O:13])=[CH:5][CH:4]=1.C(N(CC)CC)C.[C:21](OC(=O)C)(=[O:23])[CH3:22].C(=O)([O-])O.[Na+]. Given the product [OH:12][C:11]1[C:3]([NH:2][C:21](=[O:23])[CH3:22])=[CH:4][CH:5]=[C:6]2[C:10]=1[C:9](=[O:13])[CH2:8][CH2:7]2, predict the reactants needed to synthesize it. (4) Given the product [C:11]([OH:14])(=[O:13])[CH3:12].[N:1]1[CH:6]=[CH:5][CH:4]=[N:3][C:2]=1[CH2:7][NH2:8], predict the reactants needed to synthesize it. The reactants are: [N:1]1[CH:6]=[CH:5][CH:4]=[N:3][C:2]=1[C:7]#[N:8].[H][H].[C:11]([OH:14])(=[O:13])[CH3:12]. (5) Given the product [NH3:8].[CH2:1]([N:8]1[CH2:13][CH2:12][C:11]([C:14]2[CH:19]=[CH:18][CH:35]=[C:36]([C:37]3[N:31]=[CH:33][NH:34][CH:38]=3)[CH:15]=2)([CH3:28])[CH:10]([CH3:29])[CH2:9]1)[CH2:2][CH2:3][CH2:4][CH2:5][CH3:6], predict the reactants needed to synthesize it. The reactants are: [CH2:1]([N:8]1[CH2:13][CH2:12][C:11]([CH3:28])([C:14]2[CH:19]=[CH:18]C=C(OS(C(F)(F)F)(=O)=O)[CH:15]=2)[CH:10]([CH3:29])[CH2:9]1)[C:2]1C=[CH:6][CH:5]=[CH:4][CH:3]=1.[C-]#[N:31].[K+].[CH3:33][N:34]1[CH2:38][CH2:37][CH2:36][C:35]1=O. (6) Given the product [O:1]1[CH:5]=[CH:4][CH:3]=[C:2]1[NH:11][C:14](=[O:17])[O:39][C:35]([CH3:38])([CH3:37])[CH3:36], predict the reactants needed to synthesize it. The reactants are: [O:1]1[CH:5]=[CH:4][CH:3]=[C:2]1C(O)=O.C([N:11]([CH2:14]C)CC)C.P(N=[N+]=[N-])(=O)(OC1C=CC=CC=1)[O:17]C1C=CC=CC=1.[C:35]([OH:39])([CH3:38])([CH3:37])[CH3:36]. (7) Given the product [O:31]1[CH2:32][CH2:33][N:28]([CH2:27][C:26]2[CH:34]=[CH:35][C:23](/[CH:21]=[CH:22]/[C:2]3[C:10]4[C:5](=[CH:6][C:7]([CH:11]=[O:12])=[CH:8][CH:9]=4)[N:4]([CH2:13][O:14][CH2:15][CH2:16][Si:17]([CH3:20])([CH3:19])[CH3:18])[N:3]=3)=[CH:24][CH:25]=2)[CH2:29][CH2:30]1, predict the reactants needed to synthesize it. The reactants are: I[C:2]1[C:10]2[C:5](=[CH:6][C:7]([CH:11]=[O:12])=[CH:8][CH:9]=2)[N:4]([CH2:13][O:14][CH2:15][CH2:16][Si:17]([CH3:20])([CH3:19])[CH3:18])[N:3]=1.[CH:21]([C:23]1[CH:35]=[CH:34][C:26]([CH2:27][N:28]2[CH2:33][CH2:32][O:31][CH2:30][CH2:29]2)=[CH:25][CH:24]=1)=[CH2:22]. (8) The reactants are: C1([Si](OC)(OC)OC)C=CC=CC=1.C(O[Si](OCC)(OCC)OCC)C.C[Si](OCC)(OCC)OCC.[CH3:38][S:39]([O-:42])(=[O:41])=[O:40].CO[Si](CC[C:52]1[CH:57]=[CH:56][CH:55]=[CH:54][N+:53]=1C)(OC)OC.Cl.C(OCC(O)C)C. Given the product [CH3:38][S:39]([O-:42])(=[O:41])=[O:40].[NH+:53]1[CH:54]=[CH:55][CH:56]=[CH:57][CH:52]=1, predict the reactants needed to synthesize it.